From a dataset of Catalyst prediction with 721,799 reactions and 888 catalyst types from USPTO. Predict which catalyst facilitates the given reaction. (1) Reactant: [CH3:1][O:2][C:3]1[CH:4]=[CH:5][C:6]2[NH:12][C:11](=[O:13])[N:10]([CH:14]3[CH2:19][CH2:18][N:17]([C:20]4[N:25]=[CH:24][N:23]=[C:22]([C:26]([OH:28])=O)[CH:21]=4)[CH2:16][CH2:15]3)[CH2:9][CH2:8][C:7]=2[CH:29]=1.[F:30][C:31]1[CH:32]=[C:33]([C@@H:38]2[CH2:43][CH2:42][C:41]([CH3:45])([CH3:44])[CH2:40][NH:39]2)[CH:34]=[C:35]([F:37])[CH:36]=1.CCN(C(C)C)C(C)C.CN(C(ON1N=NC2C=CC=NC1=2)=[N+](C)C)C.F[P-](F)(F)(F)(F)F. Product: [F:37][C:35]1[CH:34]=[C:33]([CH:38]2[CH2:43][CH2:42][C:41]([CH3:45])([CH3:44])[CH2:40][N:39]2[C:26]([C:22]2[N:23]=[CH:24][N:25]=[C:20]([N:17]3[CH2:16][CH2:15][CH:14]([N:10]4[CH2:9][CH2:8][C:7]5[CH:29]=[C:3]([O:2][CH3:1])[CH:4]=[CH:5][C:6]=5[NH:12][C:11]4=[O:13])[CH2:19][CH2:18]3)[CH:21]=2)=[O:28])[CH:32]=[C:31]([F:30])[CH:36]=1. The catalyst class is: 3. (2) Reactant: [Br:1][C:2]1[CH:9]=[CH:8][C:5]([CH2:6][OH:7])=[CH:4][CH:3]=1.C1CCN2C(=NCCC2)CC1.[CH:21]([Si:24](Cl)([CH:28]([CH3:30])[CH3:29])[CH:25]([CH3:27])[CH3:26])([CH3:23])[CH3:22]. Product: [Br:1][C:2]1[CH:9]=[CH:8][C:5]([CH2:6][O:7][Si:24]([CH:28]([CH3:30])[CH3:29])([CH:25]([CH3:27])[CH3:26])[CH:21]([CH3:23])[CH3:22])=[CH:4][CH:3]=1. The catalyst class is: 4. (3) Reactant: [Cl:1][C:2]1[CH:7]=[CH:6][C:5]([CH:8]([C:32]2[CH:37]=[CH:36][C:35]([Cl:38])=[CH:34][CH:33]=2)[C:9]2[CH:10]=[C:11]3[C:16](=[CH:17][CH:18]=2)[N:15]=[C:14](Cl)[N:13]=[C:12]3[NH:20][CH2:21][C:22]2[CH:27]=[CH:26][CH:25]=[C:24]([C:28]([F:31])([F:30])[F:29])[CH:23]=2)=[CH:4][CH:3]=1.[OH:39][CH2:40][CH:41]([CH2:44][OH:45])[CH2:42][OH:43].[H-].[Na+]. Product: [Cl:38][C:35]1[CH:36]=[CH:37][C:32]([CH:8]([C:5]2[CH:4]=[CH:3][C:2]([Cl:1])=[CH:7][CH:6]=2)[C:9]2[CH:10]=[C:11]3[C:16](=[CH:17][CH:18]=2)[N:15]=[C:14]([O:39][CH2:40][CH:41]([CH2:44][OH:45])[CH2:42][OH:43])[N:13]=[C:12]3[NH:20][CH2:21][C:22]2[CH:27]=[CH:26][CH:25]=[C:24]([C:28]([F:31])([F:29])[F:30])[CH:23]=2)=[CH:33][CH:34]=1. The catalyst class is: 7.